This data is from Experimentally validated miRNA-target interactions with 360,000+ pairs, plus equal number of negative samples. The task is: Binary Classification. Given a miRNA mature sequence and a target amino acid sequence, predict their likelihood of interaction. The miRNA is cel-miR-84-5p with sequence UGAGGUAGUAUGUAAUAUUGUAGA. The protein sequence of the target gene is MPGPTPSGTNVGSSGRSPSKAVAARAAGSTVRQRKNASCGTRSAGRTTSAGTGGMWRFYTEDSPGLKVGPVPVLVMSLLFIAAVFMLHIWGKYTRS. Result: 0 (no interaction).